Dataset: Full USPTO retrosynthesis dataset with 1.9M reactions from patents (1976-2016). Task: Predict the reactants needed to synthesize the given product. (1) Given the product [N:21]1[CH:19]=[CH:20][N:13]2[CH:6]=[C:7]([C:8]#[N:9])[CH:10]=[CH:11][C:12]=12, predict the reactants needed to synthesize it. The reactants are: ClCC=O.N[C:6]1[N:13]=[CH:12][CH:11]=[CH:10][C:7]=1[C:8]#[N:9].C(=O)([O-])O.[Na+].[C:19](#[N:21])[CH3:20]. (2) Given the product [CH3:34][O:33][C:38]1[CH:12]=[C:13]([N:1]2[CH:5]=[CH:4][C:3]([C:6]3[S:7][CH:8]=[CH:9][N:10]=3)=[CH:2]2)[CH:14]=[CH:15][C:24]=1[C:23]1[CH:18]=[CH:19][CH:20]=[CH:21][N:22]=1, predict the reactants needed to synthesize it. The reactants are: [NH:1]1[CH:5]=[CH:4][C:3]([C:6]2[S:7][CH:8]=[CH:9][N:10]=2)=[CH:2]1.N1[C:24]2[C:15](=CC=[C:18]3[C:23]=2[N:22]=[CH:21][CH:20]=[CH:19]3)[CH:14]=[CH:13][CH:12]=1.P([O-])([O-])([O-])=O.[K+].[K+].[K+].[O:33]1[CH2:38]COC[CH2:34]1. (3) Given the product [Cl:19][CH2:13][N:6]1[C:7]2[C:12](=[CH:11][CH:10]=[CH:9][CH:8]=2)[C:4]([S:3][C:2]([Cl:16])([Cl:1])[F:15])=[CH:5]1, predict the reactants needed to synthesize it. The reactants are: [Cl:1][C:2]([Cl:16])([F:15])[S:3][C:4]1[C:12]2[C:7](=[CH:8][CH:9]=[CH:10][CH:11]=2)[N:6]([CH2:13]O)[CH:5]=1.S(Cl)([Cl:19])=O. (4) Given the product [Br:15][CH2:1][C:2]1[CH:11]=[C:10]([N+:12]([O-:14])=[O:13])[CH:9]=[CH:8][C:3]=1[C:4]([O:6][CH3:7])=[O:5], predict the reactants needed to synthesize it. The reactants are: [CH3:1][C:2]1[CH:11]=[C:10]([N+:12]([O-:14])=[O:13])[CH:9]=[CH:8][C:3]=1[C:4]([O:6][CH3:7])=[O:5].[Br:15]N1C(=O)CCC1=O.C(OOC(=O)C1C=CC=CC=1)(=O)C1C=CC=CC=1. (5) Given the product [F:41][C:36]1[CH:35]=[CH:34][C:33]2[C:32]([CH:29]3[CH2:30][CH2:31][N:26]([CH2:25][CH2:24][C:13]4[C:14](=[O:15])[N:16]5[CH2:17][CH2:18][CH2:19][C:20](=[O:23])[C:21]5=[N:22][C:12]=4[CH3:11])[CH2:27][CH2:28]3)=[N:40][O:39][C:38]=2[CH:37]=1, predict the reactants needed to synthesize it. The reactants are: C(Cl)(=O)C(Cl)=O.CS(C)=O.[CH3:11][C:12]1[N:22]=[C:21]2[N:16]([CH2:17][CH2:18][CH2:19][CH:20]2[OH:23])[C:14](=[O:15])[C:13]=1[CH2:24][CH2:25][N:26]1[CH2:31][CH2:30][CH:29]([C:32]2[C:33]3[CH:34]=[CH:35][C:36]([F:41])=[CH:37][C:38]=3[O:39][N:40]=2)[CH2:28][CH2:27]1.C(N(CC)CC)C.[Cl-].[NH4+]. (6) Given the product [N:13]1[CH:14]=[CH:15][C:10]([C:7]2[CH:8]=[CH:9][C:4]([NH2:1])=[CH:5][CH:6]=2)=[CH:11][CH:12]=1, predict the reactants needed to synthesize it. The reactants are: [N+:1]([C:4]1[CH:9]=[CH:8][C:7]([C:10]2[CH:15]=[CH:14][N:13]=[CH:12][CH:11]=2)=[CH:6][CH:5]=1)([O-])=O.C.O.NN. (7) Given the product [CH2:12]([O:11][C:9]([NH:1][CH2:2][CH2:3][CH2:4][C:5]([OH:7])=[O:6])=[O:10])[C:13]1[CH:18]=[CH:17][CH:16]=[CH:15][CH:14]=1, predict the reactants needed to synthesize it. The reactants are: [NH2:1][CH2:2][CH2:3][CH2:4][C:5]([OH:7])=[O:6].Cl[C:9]([O:11][CH2:12][C:13]1[CH:18]=[CH:17][CH:16]=[CH:15][CH:14]=1)=[O:10]. (8) The reactants are: C(=O)([O-])[O-].[K+].[K+].Br[CH2:8][CH:9]1[CH2:12][CH2:11][CH2:10]1.[OH:13][C:14]1[CH:19]=[CH:18][C:17]([CH2:20][C:21]([O:23]CC)=[O:22])=[CH:16][C:15]=1[O:26][CH3:27].[OH-].[Na+].Cl. Given the product [CH:9]1([CH2:8][O:13][C:14]2[CH:19]=[CH:18][C:17]([CH2:20][C:21]([OH:23])=[O:22])=[CH:16][C:15]=2[O:26][CH3:27])[CH2:12][CH2:11][CH2:10]1, predict the reactants needed to synthesize it. (9) Given the product [CH:1]([C@@H:14]1[CH2:20][C@@H:19]([OH:18])[C@H:17]([NH:28][CH2:27][C:26]2[CH:29]=[CH:30][C:23]([O:22][CH3:21])=[CH:24][CH:25]=2)[CH2:16][O:15]1)([C:8]1[CH:13]=[CH:12][CH:11]=[CH:10][CH:9]=1)[C:2]1[CH:3]=[CH:4][CH:5]=[CH:6][CH:7]=1, predict the reactants needed to synthesize it. The reactants are: [CH:1]([C@@H:14]1[CH2:20][C@@H:19]2[C@@H:17]([O:18]2)[CH2:16][O:15]1)([C:8]1[CH:13]=[CH:12][CH:11]=[CH:10][CH:9]=1)[C:2]1[CH:7]=[CH:6][CH:5]=[CH:4][CH:3]=1.[CH3:21][O:22][C:23]1[CH:30]=[CH:29][C:26]([CH2:27][NH2:28])=[CH:25][CH:24]=1.